The task is: Predict the reactants needed to synthesize the given product.. This data is from Full USPTO retrosynthesis dataset with 1.9M reactions from patents (1976-2016). Given the product [C:1]([O:5][C:6]([N:8]([C@H:9]([CH2:13][C:14]1[CH:19]=[CH:18][C:17]([F:20])=[CH:16][CH:15]=1)[C:10]([OH:12])=[O:11])[CH3:25])=[O:7])([CH3:4])([CH3:2])[CH3:3], predict the reactants needed to synthesize it. The reactants are: [C:1]([O:5][C:6]([NH:8][CH:9]([CH2:13][C:14]1[CH:19]=[CH:18][C:17]([F:20])=[CH:16][CH:15]=1)[C:10]([OH:12])=[O:11])=[O:7])([CH3:4])([CH3:3])[CH3:2].IC.[H-].[Na+].[C:25](OCC)(=O)C.